This data is from Full USPTO retrosynthesis dataset with 1.9M reactions from patents (1976-2016). The task is: Predict the reactants needed to synthesize the given product. (1) Given the product [CH2:1]([O:8][C:9]1[CH:14]=[C:13]([O:15][CH2:16][C:17]2[CH:22]=[CH:21][CH:20]=[CH:19][CH:18]=2)[C:12]([CH:23]([CH3:25])[CH3:24])=[CH:11][C:10]=1[C:26]1[O:30][N:29]=[C:28]([C:31]([NH:33][CH2:34][CH3:35])=[O:32])[C:27]=1[C:36]1[N:37]=[C:43]([CH2:42][O:41][CH3:40])[O:39][N:38]=1)[C:2]1[CH:7]=[CH:6][CH:5]=[CH:4][CH:3]=1, predict the reactants needed to synthesize it. The reactants are: [CH2:1]([O:8][C:9]1[CH:14]=[C:13]([O:15][CH2:16][C:17]2[CH:22]=[CH:21][CH:20]=[CH:19][CH:18]=2)[C:12]([CH:23]([CH3:25])[CH3:24])=[CH:11][C:10]=1[C:26]1[O:30][N:29]=[C:28]([C:31]([NH:33][CH2:34][CH3:35])=[O:32])[C:27]=1[C:36](=[N:38][OH:39])[NH2:37])[C:2]1[CH:7]=[CH:6][CH:5]=[CH:4][CH:3]=1.[CH3:40][O:41][CH2:42][C:43](Cl)=O. (2) Given the product [Cl:16][C:10]1[CH:11]=[CH:12][CH:13]=[C:14]2[C:9]=1[N:8]=[C:7]([C:17]1[CH:18]=[N:19][CH:20]=[CH:21][CH:22]=1)[C:6]([CH2:4][OH:3])=[CH:15]2, predict the reactants needed to synthesize it. The reactants are: C([O:3][C:4]([C:6]1[C:7]([C:17]2[CH:18]=[N:19][CH:20]=[CH:21][CH:22]=2)=[N:8][C:9]2[C:14]([CH:15]=1)=[CH:13][CH:12]=[CH:11][C:10]=2[Cl:16])=O)C.CC(C[AlH]CC(C)C)C. (3) Given the product [CH2:9]([O:11][C:12](=[O:18])[CH2:13][C:14](=[O:15])[CH2:16][O:6][CH2:5][CH2:4][N:1]=[N+:2]=[N-:3])[CH3:10], predict the reactants needed to synthesize it. The reactants are: [N:1]([CH2:4][CH2:5][OH:6])=[N+:2]=[N-:3].[H-].[Na+].[CH2:9]([O:11][C:12](=[O:18])[CH2:13][C:14]([CH2:16]Cl)=[O:15])[CH3:10].Cl. (4) Given the product [CH2:25]([O:24][C:21]1[CH:20]=[CH:19][C:18]2[C@@H:14]3[CH2:13][CH2:12][C@@H:11]([CH:8]4[CH2:9][CH2:10][C:5](=[O:4])[CH2:6][CH2:7]4)[CH2:27][C@H:15]3[O:16][C:17]=2[C:22]=1[F:23])[CH3:26], predict the reactants needed to synthesize it. The reactants are: O1[C:5]2([CH2:10][CH2:9][CH:8]([C@H:11]3[CH2:27][C@H:15]4[O:16][C:17]5[C:22]([F:23])=[C:21]([O:24][CH2:25][CH3:26])[CH:20]=[CH:19][C:18]=5[C@@H:14]4[CH2:13][CH2:12]3)[CH2:7][CH2:6]2)[O:4]CC1.C(O)=O.O. (5) Given the product [NH2:14][CH2:15][C:16]([N:18]1[CH2:23][CH2:22][N:21]([C:24]([N:26]2[CH:30]([C:31]3[CH:32]=[CH:33][C:34]([Cl:37])=[CH:35][CH:36]=3)[CH:29]([C:38]3[CH:43]=[CH:42][C:41]([Cl:44])=[CH:40][CH:39]=3)[N:28]=[C:27]2[C:45]2[CH:50]=[CH:49][C:48]([O:51][CH3:52])=[CH:47][C:46]=2[O:53][CH:54]([CH3:56])[CH3:55])=[O:25])[CH2:20][CH2:19]1)=[O:17], predict the reactants needed to synthesize it. The reactants are: FC(F)(F)C(O)=O.C(OC(=O)[NH:14][CH2:15][C:16]([N:18]1[CH2:23][CH2:22][N:21]([C:24]([N:26]2[CH:30]([C:31]3[CH:36]=[CH:35][C:34]([Cl:37])=[CH:33][CH:32]=3)[CH:29]([C:38]3[CH:43]=[CH:42][C:41]([Cl:44])=[CH:40][CH:39]=3)[N:28]=[C:27]2[C:45]2[CH:50]=[CH:49][C:48]([O:51][CH3:52])=[CH:47][C:46]=2[O:53][CH:54]([CH3:56])[CH3:55])=[O:25])[CH2:20][CH2:19]1)=[O:17])(C)(C)C. (6) The reactants are: C(OC(=O)C)C.[ClH:7].[CH3:8][O:9][C:10]([C:12]1[N:13]([CH2:30][CH:31]2[CH2:36][CH2:35][CH2:34][CH2:33][N:32]2C(OC(C)(C)C)=O)[C:14](=[O:29])[C:15]2[C:20]([C:21]=1[C:22]1[CH:27]=[CH:26][CH:25]=[CH:24][CH:23]=1)=[CH:19][C:18]([Br:28])=[CH:17][CH:16]=2)=[O:11]. Given the product [ClH:7].[CH3:8][O:9][C:10]([C:12]1[N:13]([CH2:30][CH:31]2[CH2:36][CH2:35][CH2:34][CH2:33][NH:32]2)[C:14](=[O:29])[C:15]2[C:20]([C:21]=1[C:22]1[CH:27]=[CH:26][CH:25]=[CH:24][CH:23]=1)=[CH:19][C:18]([Br:28])=[CH:17][CH:16]=2)=[O:11], predict the reactants needed to synthesize it. (7) Given the product [CH2:23]([O:22][C:20](=[O:21])[CH2:19][N:15]1[CH2:14][CH2:13][CH:12]([C:10]([C:8]2[CH:7]=[CH:6][C:5]3[O:1][CH2:2][CH2:3][C:4]=3[CH:9]=2)=[O:11])[CH2:17][CH2:16]1)[CH3:24], predict the reactants needed to synthesize it. The reactants are: [O:1]1[C:5]2[CH:6]=[CH:7][C:8]([C:10]([CH:12]3[CH2:17][CH2:16][NH:15][CH2:14][CH2:13]3)=[O:11])=[CH:9][C:4]=2[CH2:3][CH2:2]1.Br[CH2:19][C:20]([O:22][CH2:23][CH3:24])=[O:21].C(N(CC)CC)C.